Dataset: Catalyst prediction with 721,799 reactions and 888 catalyst types from USPTO. Task: Predict which catalyst facilitates the given reaction. (1) Reactant: [CH3:1][C:2]1([CH3:14])[C:6]([CH3:8])([CH3:7])[O:5][B:4]([C:9]2[CH:10]=[N:11][NH:12][CH:13]=2)[O:3]1.[C:15]([CH:17]=[C:18]1[CH2:21][N:20]([C:22]([O:24][C:25]([CH3:28])([CH3:27])[CH3:26])=[O:23])[CH2:19]1)#[N:16].N12CCCN=C1CCCCC2. Product: [C:15]([CH2:17][C:18]1([N:12]2[CH:13]=[C:9]([B:4]3[O:5][C:6]([CH3:7])([CH3:8])[C:2]([CH3:14])([CH3:1])[O:3]3)[CH:10]=[N:11]2)[CH2:21][N:20]([C:22]([O:24][C:25]([CH3:28])([CH3:27])[CH3:26])=[O:23])[CH2:19]1)#[N:16]. The catalyst class is: 10. (2) Reactant: [Br:1][C:2]1[CH:11]=[CH:10][C:5]([C:6](OC)=[O:7])=[C:4]([CH3:12])[CH:3]=1.[H-].[H-].[H-].[H-].[Li+].[Al+3]. Product: [Br:1][C:2]1[CH:11]=[CH:10][C:5]([CH2:6][OH:7])=[C:4]([CH3:12])[CH:3]=1. The catalyst class is: 28. (3) Reactant: [Cl:1][C:2]1[C:3](=[O:21])[N:4]([C:10]2[CH:11]=[C:12]([CH:17]=[CH:18][C:19]=2[CH3:20])[C:13]([O:15][CH3:16])=[O:14])[C:5]([CH3:9])=[CH:6][C:7]=1[OH:8].C(=O)([O-])[O-].[K+].[K+].Br[CH2:29][C:30]1[CH:37]=[CH:36][C:35]([F:38])=[CH:34][C:31]=1[C:32]#[N:33].C(OCC)(=O)C. Product: [C:32]([C:31]1[CH:34]=[C:35]([F:38])[CH:36]=[CH:37][C:30]=1[CH2:29][O:8][C:7]1[CH:6]=[C:5]([CH3:9])[N:4]([C:10]2[CH:11]=[C:12]([CH:17]=[CH:18][C:19]=2[CH3:20])[C:13]([O:15][CH3:16])=[O:14])[C:3](=[O:21])[C:2]=1[Cl:1])#[N:33]. The catalyst class is: 3.